This data is from Full USPTO retrosynthesis dataset with 1.9M reactions from patents (1976-2016). The task is: Predict the reactants needed to synthesize the given product. (1) Given the product [O:31]1[C:40]2[CH:39]=[C:38]([CH2:41][NH:42][CH:17]3[CH2:18][CH2:19][N:14]([CH2:13][CH2:12][N:9]4[C:10]5[C:5](=[CH:4][CH:3]=[C:2]([F:1])[CH:11]=5)[N:6]=[CH:7][C:8]4=[O:30])[CH2:15][CH:16]3[CH2:21][NH:22][C:23](=[O:29])[O:24][C:25]([CH3:26])([CH3:27])[CH3:28])[N:37]=[CH:36][C:35]=2[O:34][CH2:33][CH2:32]1, predict the reactants needed to synthesize it. The reactants are: [F:1][C:2]1[CH:11]=[C:10]2[C:5]([N:6]=[CH:7][C:8](=[O:30])[N:9]2[CH2:12][CH2:13][N:14]2[CH2:19][CH2:18][C:17](=O)[CH:16]([CH2:21][NH:22][C:23](=[O:29])[O:24][C:25]([CH3:28])([CH3:27])[CH3:26])[CH2:15]2)=[CH:4][CH:3]=1.[O:31]1[C:40]2[CH:39]=[C:38]([CH2:41][NH2:42])[N:37]=[CH:36][C:35]=2[O:34][CH2:33][CH2:32]1.O1C2C=C(CO)N=CC=2OCC1.C1(P(N=[N+]=[N-])(C2C=CC=CC=2)=O)C=CC=CC=1.N12CCCN=C1CCCCC2.[N-]=[N+]=[N-].C(O[BH-](OC(=O)C)OC(=O)C)(=O)C.[Na+].[BH4-].C(=O)(O)[O-].[Na+]. (2) Given the product [CH2:11]([C:14]1([CH3:22])[C:19]2[NH:7][C:4]3[CH:3]=[CH:2][C:1]([CH3:9])=[CH:6][C:5]=3[C:18]=2[CH2:17][N:16]([CH3:21])[CH2:15]1)[CH:12]=[CH2:13], predict the reactants needed to synthesize it. The reactants are: [C:1]1([CH3:9])[CH:6]=[CH:5][C:4]([NH:7]N)=[CH:3][CH:2]=1.Cl.[CH2:11]([C:14]1([CH3:22])[C:19](=O)[CH2:18][CH2:17][N:16]([CH3:21])[CH2:15]1)[CH:12]=[CH2:13].OS(O)(=O)=O. (3) The reactants are: [CH3:1][CH2:2][C:3]([N:5]([C:20]1[CH:25]=[CH:24][CH:23]=[CH:22][CH:21]=1)[CH:6]1[CH2:11][CH2:10][N:9]([CH2:12][CH2:13][C:14]2[CH:19]=[CH:18][CH:17]=[CH:16][CH:15]=2)[CH2:8][CH2:7]1)=[O:4].C(C(O)(C(O)=O)CC(O)=O)C(O)=O. Given the product [CH3:1][CH2:2][C:3]([N:5]([CH:6]1[CH2:7][CH2:8][N:9]([CH2:12][CH2:13][C:14]2[CH:15]=[CH:16][CH:17]=[CH:18][CH:19]=2)[CH2:10][CH2:11]1)[C:20]1[CH:25]=[CH:24][CH:23]=[CH:22][CH:21]=1)=[O:4], predict the reactants needed to synthesize it. (4) Given the product [CH:8]([C:10]1[CH:11]=[C:12]2[C:17](=[CH:18][CH:19]=1)[CH:16]=[C:15]([S:20]([CH2:23][CH2:24][C:25]([OH:27])=[O:26])(=[O:21])=[O:22])[CH:14]=[CH:13]2)=[CH2:9], predict the reactants needed to synthesize it. The reactants are: FC(F)(F)C(O)=O.[CH:8]([C:10]1[CH:11]=[C:12]2[C:17](=[CH:18][CH:19]=1)[CH:16]=[C:15]([S:20]([CH2:23][CH2:24][C:25]([O:27]C(C)(C)C)=[O:26])(=[O:22])=[O:21])[CH:14]=[CH:13]2)=[CH2:9]. (5) Given the product [N:49]1[N:45]([C:40]2[CH:41]=[CH:42][CH:43]=[CH:44][C:39]=2[C:38]([NH:37][C@H:33]2[CH2:34][CH2:35][CH2:36][C@@H:32]2[NH:31][C:52]2[CH:57]=[N:56][C:55]([C:58]([F:61])([F:60])[F:59])=[CH:54][N:53]=2)=[O:50])[N:46]=[CH:47][CH:48]=1, predict the reactants needed to synthesize it. The reactants are: COC1C=CC=C(OC)C=1C(N[C@H]1CCC[C@@H]1NC1C=CC(C(F)(F)F)=CN=1)=O.Cl.[NH2:31][C@H:32]1[CH2:36][CH2:35][CH2:34][C@@H:33]1[NH:37][C:38](=[O:50])[C:39]1[CH:44]=[CH:43][CH:42]=[CH:41][C:40]=1[N:45]1[N:49]=[CH:48][CH:47]=[N:46]1.Cl[C:52]1[CH:57]=[N:56][C:55]([C:58]([F:61])([F:60])[F:59])=[CH:54][N:53]=1.